Dataset: Full USPTO retrosynthesis dataset with 1.9M reactions from patents (1976-2016). Task: Predict the reactants needed to synthesize the given product. (1) Given the product [C:12]([CH:11]1[N:22]2[N:21]=[CH:20][C:19]([C:23]([O:25][CH2:26][CH3:27])=[O:24])=[C:18]2[NH:17][C:9]([C:6]2[CH:7]=[CH:8][C:3]([CH2:1][CH3:2])=[CH:4][CH:5]=2)=[CH:10]1)([CH3:15])([CH3:14])[CH3:13], predict the reactants needed to synthesize it. The reactants are: [CH2:1]([C:3]1[CH:8]=[CH:7][C:6]([C:9](=O)/[CH:10]=[CH:11]/[C:12]([CH3:15])([CH3:14])[CH3:13])=[CH:5][CH:4]=1)[CH3:2].[NH2:17][C:18]1[NH:22][N:21]=[CH:20][C:19]=1[C:23]([O:25][CH2:26][CH3:27])=[O:24].C(O)(C(F)(F)F)=O. (2) Given the product [NH2:1][C:2]1[N:7]=[C:6]([N:8]2[C:12]3[CH:13]=[C:14]([C:35]#[C:34][C:32]([OH:36])([C:29]4[CH:28]=[C:27]([CH3:26])[O:31][N:30]=4)[CH3:33])[CH:15]=[CH:16][C:11]=3[N:10]=[C:9]2[O:18][CH:19]2[CH2:22][N:21]([C:23](=[O:25])[CH3:24])[CH2:20]2)[CH:5]=[CH:4][N:3]=1, predict the reactants needed to synthesize it. The reactants are: [NH2:1][C:2]1[N:7]=[C:6]([N:8]2[C:12]3[CH:13]=[C:14](Br)[CH:15]=[CH:16][C:11]=3[N:10]=[C:9]2[O:18][CH:19]2[CH2:22][N:21]([C:23](=[O:25])[CH3:24])[CH2:20]2)[CH:5]=[CH:4][N:3]=1.[CH3:26][C:27]1[O:31][N:30]=[C:29]([C:32]([OH:36])([C:34]#[CH:35])[CH3:33])[CH:28]=1.C(N(CC)CC)C.